Dataset: Forward reaction prediction with 1.9M reactions from USPTO patents (1976-2016). Task: Predict the product of the given reaction. (1) Given the reactants [CH3:1][O:2][C:3]1[CH:8]=[CH:7][C:6]([S:9]([CH:12]2[S:16][C:15](=[O:17])[NH:14][C:13]2=[O:18])(=[O:11])=[O:10])=[CH:5][CH:4]=1.Br[CH2:20][C:21]1[CH:26]=[CH:25][C:24]([C:27]2[CH:32]=[CH:31][CH:30]=[CH:29][CH:28]=2)=[CH:23][CH:22]=1.C(OCC)C, predict the reaction product. The product is: [C:21]1([CH2:20][C:12]2([S:9]([C:6]3[CH:7]=[CH:8][C:3]([O:2][CH3:1])=[CH:4][CH:5]=3)(=[O:10])=[O:11])[S:16][C:15](=[O:17])[NH:14][C:13]2=[O:18])[CH:22]=[CH:23][C:24]([C:27]2[CH:32]=[CH:31][CH:30]=[CH:29][CH:28]=2)=[CH:25][CH:26]=1. (2) Given the reactants [Cl:1][C:2]1[CH:7]=[CH:6][CH:5]=[CH:4][C:3]=1[C:8]1([C:13]([O:15][CH3:16])=[O:14])[CH2:10][CH:9]1[CH:11]=O.[CH3:17][NH2:18].[BH4-].[Na+], predict the reaction product. The product is: [Cl:1][C:2]1[CH:7]=[CH:6][CH:5]=[CH:4][C:3]=1[C:8]1([C:13]([O:15][CH3:16])=[O:14])[CH2:10][CH:9]1[CH2:11][NH:18][CH3:17]. (3) Given the reactants [CH:1]([O:4][C:5]([N:7]1[CH2:12][CH2:11][CH:10]([O:13][C@@H:14]([C:16]([OH:18])=O)[CH3:15])[CH2:9][CH2:8]1)=[O:6])([CH3:3])[CH3:2].O[NH:20][C:21]([C:23]1[CH:24]=[N:25][C:26]([O:29][CH3:30])=[N:27][CH:28]=1)=[NH:22], predict the reaction product. The product is: [CH:1]([O:4][C:5]([N:7]1[CH2:8][CH2:9][CH:10]([O:13][C@@H:14]([C:16]2[O:18][N:20]=[C:21]([C:23]3[CH:28]=[N:27][C:26]([O:29][CH3:30])=[N:25][CH:24]=3)[N:22]=2)[CH3:15])[CH2:11][CH2:12]1)=[O:6])([CH3:2])[CH3:3]. (4) Given the reactants [C:1]([O:5][C:6]([NH:8][C:9]1[O:17][C:16]2[C:11](=[N:12][CH:13]=[C:14]([CH2:18][CH2:19][CH2:20][F:21])[CH:15]=2)[C:10]=1[C:22]([OH:24])=O)=[O:7])([CH3:4])([CH3:3])[CH3:2].[NH2:25][C:26]1[CH:27]=[N:28][CH:29]=[CH:30][C:31]=1[N:32]1[CH2:37][C@H:36]([CH3:38])[C@@H:35]([O:39][Si:40]([C:43]([CH3:46])([CH3:45])[CH3:44])([CH3:42])[CH3:41])[C@H:34]([NH:47][C:48](=[O:54])[O:49][C:50]([CH3:53])([CH3:52])[CH3:51])[CH2:33]1.NC1C=NC=CC=1N1C[C@H](C(F)(F)F)C[C@H](NC(=O)OC(C)(C)C)C1, predict the reaction product. The product is: [C:50]([O:49][C:48]([NH:47][C@H:34]1[C@H:35]([O:39][Si:40]([C:43]([CH3:46])([CH3:45])[CH3:44])([CH3:42])[CH3:41])[C@@H:36]([CH3:38])[CH2:37][N:32]([C:31]2[CH:30]=[CH:29][N:28]=[CH:27][C:26]=2[NH:25][C:22]([C:10]2[C:11]3=[N:12][CH:13]=[C:14]([CH2:18][CH2:19][CH2:20][F:21])[CH:15]=[C:16]3[O:17][C:9]=2[NH:8][C:6](=[O:7])[O:5][C:1]([CH3:4])([CH3:2])[CH3:3])=[O:24])[CH2:33]1)=[O:54])([CH3:51])([CH3:52])[CH3:53].